The task is: Predict the reaction yield, written as a fraction of the theoretical maximum amount of product (1.0 means a 100% yield; for example, 0.34 means a 34% yield).. This data is from Reaction yield outcomes from USPTO patents with 853,638 reactions. (1) The reactants are [CH2:1]([C:5]1[NH:6][C:7](=[O:12])[CH:8]=[C:9]([CH3:11])[N:10]=1)[CH2:2][CH2:3][CH3:4].Br[CH2:14][CH2:15][O:16][C:17]1[CH:24]=[CH:23][C:20]([CH:21]=[O:22])=[CH:19][CH:18]=1.C([O-])([O-])=O.[K+].[K+]. No catalyst specified. The product is [CH2:1]([C:5]1[N:6]([CH2:14][CH2:15][O:16][C:17]2[CH:24]=[CH:23][C:20]([CH:21]=[O:22])=[CH:19][CH:18]=2)[C:7](=[O:12])[CH:8]=[C:9]([CH3:11])[N:10]=1)[CH2:2][CH2:3][CH3:4]. The yield is 0.250. (2) The reactants are [CH3:1][NH:2][CH2:3][CH2:4][CH2:5][CH2:6][CH2:7][CH2:8][CH2:9][CH2:10][N:11]1[CH2:15][CH2:14][C@@H:13]([C:16]([C:26]2[CH:31]=[CH:30][CH:29]=[CH:28][CH:27]=2)([C:20]2[CH:25]=[CH:24][CH:23]=[CH:22][CH:21]=2)[C:17]([NH2:19])=[O:18])[CH2:12]1.[C:32]1([S:46]([OH:49])(=[O:48])=[O:47])[C:41]2[CH:40]=[CH:39][CH:38]=[C:37]([S:42]([OH:45])(=[O:44])=[O:43])[C:36]=2[CH:35]=[CH:34][CH:33]=1. The catalyst is C(O)(C)C.CCO.O. The product is [C:32]1([S:46]([OH:49])(=[O:48])=[O:47])[C:41]2[CH:40]=[CH:39][CH:38]=[C:37]([S:42]([OH:45])(=[O:44])=[O:43])[C:36]=2[CH:35]=[CH:34][CH:33]=1.[CH3:1][NH:2][CH2:3][CH2:4][CH2:5][CH2:6][CH2:7][CH2:8][CH2:9][CH2:10][N:11]1[CH2:15][CH2:14][C@@H:13]([C:16]([C:26]2[CH:31]=[CH:30][CH:29]=[CH:28][CH:27]=2)([C:20]2[CH:21]=[CH:22][CH:23]=[CH:24][CH:25]=2)[C:17]([NH2:19])=[O:18])[CH2:12]1. The yield is 0.650. (3) The reactants are [N:1]1[CH:2]=[CH:3][N:4]2[CH:9]=[C:8]([C:10]([OH:12])=O)[CH:7]=[CH:6][C:5]=12.[CH2:13]1[C@H:22]2[C@H:17]([CH2:18][CH2:19][C:20]3[CH:26]=[CH:25][CH:24]=[CH:23][C:21]=32)[NH:16][CH2:15][CH2:14]1.F[P-](F)(F)(F)(F)F.N1(OC(N(C)C)=[N+](C)C)C2N=CC=CC=2N=N1. No catalyst specified. The product is [CH2:13]1[C@H:22]2[C@H:17]([CH2:18][CH2:19][C:20]3[CH:26]=[CH:25][CH:24]=[CH:23][C:21]=32)[N:16]([C:10]([C:8]2[CH:7]=[CH:6][C:5]3[N:4]([CH:3]=[CH:2][N:1]=3)[CH:9]=2)=[O:12])[CH2:15][CH2:14]1. The yield is 0.720. (4) The reactants are [C:1]1([C:18]2[CH:23]=[CH:22][CH:21]=[CH:20][CH:19]=2)[CH:6]=[CH:5][CH:4]=[CH:3][C:2]=1[P:7]1[C:12]([CH3:14])([CH3:13])[CH2:11][C:10](=[O:15])[CH2:9][C:8]1([CH3:17])[CH3:16].B(F)(F)F.[CH3:28]COCC.P.C[Si](C=[N+]=[N-])(C)C. The catalyst is Cl. The product is [C:1]1([C:18]2[CH:19]=[CH:20][CH:21]=[CH:22][CH:23]=2)[CH:6]=[CH:5][CH:4]=[CH:3][C:2]=1[P:7]1[C:8]([CH3:16])([CH3:17])[CH2:9][CH2:28][C:10](=[O:15])[CH2:11][C:12]1([CH3:14])[CH3:13]. The yield is 0.620. (5) The reactants are [NH2:1][C:2]1[NH:6][N:5]=[C:4]([NH:7][C:8]2[CH:13]=[C:12]([C:14]([F:17])([F:16])[F:15])[C:11]([C:18]3[CH:23]=[CH:22][C:21]([C:24]([O:26]C(C)(C)C)=[O:25])=[CH:20][CH:19]=3)=[C:10]([Cl:31])[CH:9]=2)[N:3]=1.[C:32]([OH:38])([C:34]([F:37])([F:36])[F:35])=[O:33]. The catalyst is C(Cl)Cl. The product is [F:35][C:34]([F:37])([F:36])[C:32]([OH:38])=[O:33].[NH2:1][C:2]1[NH:6][N:5]=[C:4]([NH:7][C:8]2[CH:13]=[C:12]([C:14]([F:15])([F:16])[F:17])[C:11]([C:18]3[CH:19]=[CH:20][C:21]([C:24]([OH:26])=[O:25])=[CH:22][CH:23]=3)=[C:10]([Cl:31])[CH:9]=2)[N:3]=1. The yield is 0.910. (6) The reactants are Cl[C:2]1[NH:10][C:9]2[C:4](=[N:5][CH:6]=[CH:7][CH:8]=2)[C:3]=1[C:11]#[N:12].[NH:13]1[CH:17]=[CH:16][N:15]=[CH:14]1. No catalyst specified. The product is [N:13]1([C:2]2[NH:10][C:9]3[C:4](=[N:5][CH:6]=[CH:7][CH:8]=3)[C:3]=2[C:11]#[N:12])[CH:17]=[CH:16][N:15]=[CH:14]1. The yield is 0.740.